The task is: Predict the reactants needed to synthesize the given product.. This data is from Full USPTO retrosynthesis dataset with 1.9M reactions from patents (1976-2016). Given the product [CH:36]([O:35][C:33]([N:30]1[CH2:31][CH2:32][CH:27]([CH2:26][CH2:25][CH2:24][NH:1][C:2]2[CH:3]=[C:4]3[C:9](=[CH:10][CH:11]=2)[CH2:8][N:7]([C:12]([O:14][C:15]([CH3:18])([CH3:17])[CH3:16])=[O:13])[CH2:6][CH2:5]3)[CH2:28][CH2:29]1)=[O:34])([CH3:38])[CH3:37], predict the reactants needed to synthesize it. The reactants are: [NH2:1][C:2]1[CH:3]=[C:4]2[C:9](=[CH:10][CH:11]=1)[CH2:8][N:7]([C:12]([O:14][C:15]([CH3:18])([CH3:17])[CH3:16])=[O:13])[CH2:6][CH2:5]2.CS(O[CH2:24][CH2:25][CH2:26][CH:27]1[CH2:32][CH2:31][N:30]([C:33]([O:35][CH:36]([CH3:38])[CH3:37])=[O:34])[CH2:29][CH2:28]1)(=O)=O.C([O-])([O-])=O.[Cs+].[Cs+].